From a dataset of Full USPTO retrosynthesis dataset with 1.9M reactions from patents (1976-2016). Predict the reactants needed to synthesize the given product. Given the product [CH3:36][N:16]([CH3:15])[CH2:17][CH2:18][CH2:19][O:20][C:21]1[N:26]=[CH:25][C:24]([C:2]2[CH:11]=[C:10]([C:12]([OH:14])=[O:13])[C:9]3[C:4](=[CH:5][CH:6]=[CH:7][CH:8]=3)[N:3]=2)=[CH:23][CH:22]=1, predict the reactants needed to synthesize it. The reactants are: Cl[C:2]1[CH:11]=[C:10]([C:12]([OH:14])=[O:13])[C:9]2[C:4](=[CH:5][CH:6]=[CH:7][CH:8]=2)[N:3]=1.[CH3:15][N:16]([CH3:36])[CH2:17][CH2:18][CH2:19][O:20][C:21]1[N:26]=[CH:25][C:24](B2OC(C)(C)C(C)(C)O2)=[CH:23][CH:22]=1.CN1CCN(C2N=CC=CC=2B2OC(C)(C)C(C)(C)O2)CC1.CN1CCN(C2N=CC(C3C=C(C(O)=O)C4C(=CC=CC=4)N=3)=CC=2)CC1.